From a dataset of Full USPTO retrosynthesis dataset with 1.9M reactions from patents (1976-2016). Predict the reactants needed to synthesize the given product. (1) Given the product [C:7]([C:6]1[CH:9]=[C:10]([C:13]2[S:14][C:15]([N:18]3[C:26]([CH3:27])=[C:21]4[CH2:22][N:23]([CH2:29][C:30]([O:32][C:33]([CH3:36])([CH3:35])[CH3:34])=[O:31])[CH2:24][CH2:25][C:20]4=[N:19]3)=[N:16][N:17]=2)[CH:11]=[CH:12][C:5]=1[O:4][CH:2]([CH3:1])[CH3:3])#[N:8], predict the reactants needed to synthesize it. The reactants are: [CH3:1][CH:2]([O:4][C:5]1[CH:12]=[CH:11][C:10]([C:13]2[S:14][C:15]([N:18]3[C:26]([CH3:27])=[C:21]4[CH2:22][NH:23][CH2:24][CH2:25][C:20]4=[N:19]3)=[N:16][N:17]=2)=[CH:9][C:6]=1[C:7]#[N:8])[CH3:3].Br[CH2:29][C:30]([O:32][C:33]([CH3:36])([CH3:35])[CH3:34])=[O:31].C(=O)([O-])[O-].[K+].[K+]. (2) Given the product [CH:2]1([CH2:5][O:6][C:7]2[CH:12]=[CH:11][C:10]([CH2:13][CH3:14])=[CH:9][C:8]=2[C:15]2[C:16]3[NH:23][C:22]([CH3:24])=[C:21]([C:25]([NH:27][C@H:28]4[C@H:32]([OH:33])[CH2:31][N:30]([C:38](=[O:37])[CH2:39][OH:40])[CH2:29]4)=[O:26])[C:17]=3[N:18]=[CH:19][N:20]=2)[CH2:4][CH2:3]1, predict the reactants needed to synthesize it. The reactants are: Cl.[CH:2]1([CH2:5][O:6][C:7]2[CH:12]=[CH:11][C:10]([CH2:13][CH3:14])=[CH:9][C:8]=2[C:15]2[C:16]3[NH:23][C:22]([CH3:24])=[C:21]([C:25]([NH:27][C@H:28]4[C@H:32]([OH:33])[CH2:31][NH:30][CH2:29]4)=[O:26])[C:17]=3[N:18]=[CH:19][N:20]=2)[CH2:4][CH2:3]1.C([O:37][CH2:38][C:39](Cl)=[O:40])(=O)C. (3) Given the product [F:1][C:2]1[C:3]([NH:38][C@H:39]2[CH:44]3[CH2:43][CH2:42][CH:41]([CH2:46][CH2:45]3)[C@@H:40]2[C:47]([O:49][CH3:50])=[O:48])=[N:4][C:5]([C:9]2[C:17]3[C:12](=[N:13][CH:14]=[C:15]([F:18])[CH:16]=3)[NH:11][N:10]=2)=[C:6]([F:8])[CH:7]=1, predict the reactants needed to synthesize it. The reactants are: [F:1][C:2]1[C:3]([NH:38][C@H:39]2[CH:44]3[CH2:45][CH2:46][CH:41]([CH2:42][CH2:43]3)[C@@H:40]2[C:47]([O:49][CH3:50])=[O:48])=[N:4][C:5]([C:9]2[C:17]3[C:12](=[N:13][CH:14]=[C:15]([F:18])[CH:16]=3)[N:11](C(C3C=CC=CC=3)(C3C=CC=CC=3)C3C=CC=CC=3)[N:10]=2)=[C:6]([F:8])[CH:7]=1.C([SiH](CC)CC)C.FC(F)(F)C(O)=O. (4) Given the product [C:28]1([C:24]2[CH:25]=[CH:26][C:27]3[B:45]4[C:2]5[C:7]([O:8][C:9]6[CH:10]=[C:11]([C:15]7[CH:20]=[CH:19][CH:18]=[CH:17][CH:16]=7)[CH:12]=[CH:13][C:14]=64)=[CH:6][CH:5]=[CH:4][C:3]=5[O:21][C:22]=3[CH:23]=2)[CH:33]=[CH:32][CH:31]=[CH:30][CH:29]=1, predict the reactants needed to synthesize it. The reactants are: Br[C:2]1[C:7]([O:8][C:9]2[CH:10]=[C:11]([C:15]3[CH:20]=[CH:19][CH:18]=[CH:17][CH:16]=3)[CH:12]=[CH:13][CH:14]=2)=[CH:6][CH:5]=[CH:4][C:3]=1[O:21][C:22]1[CH:23]=[C:24]([C:28]2[CH:33]=[CH:32][CH:31]=[CH:30][CH:29]=2)[CH:25]=[CH:26][CH:27]=1.CCCCCC.C([Li])CCC.[B:45](Br)(Br)Br.C(N(CC)C(C)C)(C)C.C([O-])(=O)C.[Na+]. (5) Given the product [CH3:1][C:2]1[CH:3]=[C:4]([C:5](=[O:8])[CH2:6][N:18]2[C:17]([C:16]([F:15])([F:27])[F:26])=[CH:21][C:20]([C:22]([F:23])([F:24])[F:25])=[N:19]2)[CH:9]=[CH:10][C:11]=1[N+:12]([O-:14])=[O:13], predict the reactants needed to synthesize it. The reactants are: [CH3:1][C:2]1[CH:3]=[C:4]([CH:9]=[CH:10][C:11]=1[N+:12]([O-:14])=[O:13])[C:5](=[O:8])[CH2:6]Br.[F:15][C:16]([F:27])([F:26])[C:17]1[CH:21]=[C:20]([C:22]([F:25])([F:24])[F:23])[NH:19][N:18]=1.C(N(CC)CC)C. (6) Given the product [CH3:1][O:2][CH:3]1[O:8][CH2:7][CH:6]([CH2:9][O:10][C:11]2[CH:16]=[CH:15][N:14]=[C:13]([CH2:18][OH:22])[C:12]=2[CH3:19])[CH2:5][O:4]1, predict the reactants needed to synthesize it. The reactants are: [CH3:1][O:2][CH:3]1[O:8][CH2:7][CH:6]([CH2:9][O:10][C:11]2[CH:16]=[CH:15][N+:14]([O-])=[C:13]([CH3:18])[C:12]=2[CH3:19])[CH2:5][O:4]1.C(OC(=O)C)(=[O:22])C. (7) Given the product [CH3:21][C:11]1[NH:10][C:18]2[C:13]([CH:12]=1)=[CH:14][C:15]([S:19][CH3:20])=[CH:16][CH:17]=2, predict the reactants needed to synthesize it. The reactants are: C1(S([N:10]2[C:18]3[C:13](=[CH:14][C:15]([S:19][CH3:20])=[CH:16][CH:17]=3)[CH:12]=[C:11]2[CH3:21])(=O)=O)C=CC=CC=1.[OH-].[Na+]. (8) Given the product [O:15]([CH2:22][CH2:23][CH2:24][N:4]1[C:5](=[O:6])[C:7]2[C:12](=[CH:11][CH:10]=[CH:9][CH:8]=2)[S:1]1(=[O:2])=[O:3])[C:16]1[CH:21]=[CH:20][CH:19]=[CH:18][CH:17]=1, predict the reactants needed to synthesize it. The reactants are: [S:1]1([C:12]2[C:7](=[CH:8][CH:9]=[CH:10][CH:11]=2)[C:5](=[O:6])[NH:4]1)(=[O:3])=[O:2].[H-].[Na+].[O:15]([CH2:22][CH2:23][CH2:24]Br)[C:16]1[CH:21]=[CH:20][CH:19]=[CH:18][CH:17]=1. (9) Given the product [C:1]([N:4]([CH3:32])[CH2:5][CH2:6][N:7]1[C:16]2[C:11](=[N:12][CH:13]=[C:14]([CH2:17][C:18]3[CH:23]=[CH:22][C:21]([F:24])=[CH:20][CH:19]=3)[CH:15]=2)[C:10]([OH:25])=[C:9]([C:26]([NH:33][CH:34]([CH3:37])[CH2:35][OH:36])=[O:27])[C:8]1=[O:31])(=[O:3])[CH3:2], predict the reactants needed to synthesize it. The reactants are: [C:1]([N:4]([CH3:32])[CH2:5][CH2:6][N:7]1[C:16]2[C:11](=[N:12][CH:13]=[C:14]([CH2:17][C:18]3[CH:23]=[CH:22][C:21]([F:24])=[CH:20][CH:19]=3)[CH:15]=2)[C:10]([OH:25])=[C:9]([C:26](OCC)=[O:27])[C:8]1=[O:31])(=[O:3])[CH3:2].[NH2:33][CH:34]([CH3:37])[CH2:35][OH:36].